This data is from NCI-60 drug combinations with 297,098 pairs across 59 cell lines. The task is: Regression. Given two drug SMILES strings and cell line genomic features, predict the synergy score measuring deviation from expected non-interaction effect. (1) Drug 1: CC1=CC2C(CCC3(C2CCC3(C(=O)C)OC(=O)C)C)C4(C1=CC(=O)CC4)C. Drug 2: CC1=C(C(=CC=C1)Cl)NC(=O)C2=CN=C(S2)NC3=CC(=NC(=N3)C)N4CCN(CC4)CCO. Cell line: SR. Synergy scores: CSS=31.3, Synergy_ZIP=8.04, Synergy_Bliss=11.9, Synergy_Loewe=14.6, Synergy_HSA=13.2. (2) Drug 1: C1=NC2=C(N=C(N=C2N1C3C(C(C(O3)CO)O)O)F)N. Drug 2: CS(=O)(=O)CCNCC1=CC=C(O1)C2=CC3=C(C=C2)N=CN=C3NC4=CC(=C(C=C4)OCC5=CC(=CC=C5)F)Cl. Cell line: HT29. Synergy scores: CSS=-0.610, Synergy_ZIP=1.78, Synergy_Bliss=4.20, Synergy_Loewe=-5.15, Synergy_HSA=-3.58.